Dataset: Full USPTO retrosynthesis dataset with 1.9M reactions from patents (1976-2016). Task: Predict the reactants needed to synthesize the given product. (1) Given the product [Cl:28][C:22]1[CH:23]=[C:24]([Cl:27])[CH:25]=[CH:26][C:21]=1[C:16]1[N:17]=[C:18]([CH2:19][CH3:20])[C:13]([NH:12][C@H:6]2[C@@H:7]([O:9][CH2:10][CH3:11])[CH2:8][N:4]([C:32]([O:34][CH:35]([CH3:37])[CH3:36])=[O:33])[CH2:5]2)=[N:14][C:15]=1[CH2:29][CH3:30], predict the reactants needed to synthesize it. The reactants are: C([N:4]1[CH2:8][C@H:7]([O:9][CH2:10][CH3:11])[C@H:6]([NH:12][C:13]2[C:18]([CH2:19][CH3:20])=[N:17][C:16]([C:21]3[CH:26]=[CH:25][C:24]([Cl:27])=[CH:23][C:22]=3[Cl:28])=[C:15]([CH2:29][CH3:30])[N:14]=2)[CH2:5]1)(=O)C.Cl[C:32]([O:34][CH:35]([CH3:37])[CH3:36])=[O:33]. (2) Given the product [Br:1][C:2]1[CH:11]=[CH:10][C:5]([C:6]([O:8][CH3:9])=[O:7])=[CH:4][C:3]=1[O:12][CH2:20][CH2:21][OH:22], predict the reactants needed to synthesize it. The reactants are: [Br:1][C:2]1[CH:11]=[CH:10][C:5]([C:6]([O:8][CH3:9])=[O:7])=[CH:4][C:3]=1[OH:12].C([O-])([O-])=O.[K+].[K+].Br[CH2:20][CH2:21][OH:22].